From a dataset of Full USPTO retrosynthesis dataset with 1.9M reactions from patents (1976-2016). Predict the reactants needed to synthesize the given product. (1) Given the product [C:24]([N:21]1[CH2:22][CH2:23][CH:18]([C:6]2[C:7]3[CH:13]=[CH:12][CH:11]=[C:10]([C:14]([F:17])([F:16])[F:15])[C:8]=3[S:9][C:5]=2[C:3]([OH:4])=[O:2])[CH2:19][CH2:20]1)(=[O:26])[CH3:25], predict the reactants needed to synthesize it. The reactants are: C[O:2][C:3]([C:5]1[S:9][C:8]2[C:10]([C:14]([F:17])([F:16])[F:15])=[CH:11][CH:12]=[CH:13][C:7]=2[C:6]=1[CH:18]1[CH2:23][CH2:22][N:21]([C:24](=[O:26])[CH3:25])[CH2:20][CH2:19]1)=[O:4].[OH-].[Na+].Cl. (2) The reactants are: Cl.[CH2:2]([O:9][C:10]1[CH:19]=[CH:18][CH:17]=[C:16]2[C:11]=1[CH2:12][CH2:13][CH2:14][CH:15]2[C:20]([N:22]([C:29]1[CH:30]=[N:31][C:32]([CH:35]([CH3:37])[CH3:36])=[CH:33][CH:34]=1)[CH2:23][C:24]1[CH:25]=[N:26][NH:27][CH:28]=1)=[O:21])[C:3]1[CH:8]=[CH:7][CH:6]=[CH:5][CH:4]=1.[CH2:38]([C:42]1[CH:43]=[CH:44][C:45]([CH2:48]Cl)=[N:46][CH:47]=1)[CH2:39][CH2:40][CH3:41]. Given the product [CH2:2]([O:9][C:10]1[CH:19]=[CH:18][CH:17]=[C:16]2[C:11]=1[CH2:12][CH2:13][CH2:14][CH:15]2[C:20]([N:22]([CH2:23][C:24]1[CH:25]=[N:26][N:27]([CH2:48][C:45]2[CH:44]=[CH:43][C:42]([CH2:38][CH2:39][CH2:40][CH3:41])=[CH:47][N:46]=2)[CH:28]=1)[C:29]1[CH:30]=[N:31][C:32]([CH:35]([CH3:37])[CH3:36])=[CH:33][CH:34]=1)=[O:21])[C:3]1[CH:8]=[CH:7][CH:6]=[CH:5][CH:4]=1, predict the reactants needed to synthesize it. (3) Given the product [N:20]1[C:19]2[C:18]3[CH:17]=[CH:16][CH:15]=[CH:14][C:13]=3[NH:12][C:11]=2[CH:10]=[C:9]([OH:8])[CH:21]=1, predict the reactants needed to synthesize it. The reactants are: C([O:8][C:9]1[CH:21]=[N:20][C:19]2[C:18]3[CH:17]=[CH:16][CH:15]=[CH:14][C:13]=3[NH:12][C:11]=2[CH:10]=1)C1C=CC=CC=1.